This data is from Peptide-MHC class II binding affinity with 134,281 pairs from IEDB. The task is: Regression. Given a peptide amino acid sequence and an MHC pseudo amino acid sequence, predict their binding affinity value. This is MHC class II binding data. (1) The peptide sequence is ILRQLLTGGVKKGRPSLKLQ. The MHC is DRB1_1302 with pseudo-sequence DRB1_1302. The binding affinity (normalized) is 0.211. (2) The peptide sequence is ELFVAAYVPYVAWLV. The MHC is DRB1_0701 with pseudo-sequence DRB1_0701. The binding affinity (normalized) is 0.940.